Dataset: CYP2C9 inhibition data for predicting drug metabolism from PubChem BioAssay. Task: Regression/Classification. Given a drug SMILES string, predict its absorption, distribution, metabolism, or excretion properties. Task type varies by dataset: regression for continuous measurements (e.g., permeability, clearance, half-life) or binary classification for categorical outcomes (e.g., BBB penetration, CYP inhibition). Dataset: cyp2c9_veith. (1) The compound is COC(=O)[C@@]1(Cc2ccc(F)cc2)[C@H]2c3cc(C(=O)N4CCCC4)n(CC4CC4)c3C[C@H]2CN1C(=O)c1ccccc1. The result is 1 (inhibitor). (2) The drug is CN1CCN(CCCNN)CC1. The result is 0 (non-inhibitor).